Dataset: Reaction yield outcomes from USPTO patents with 853,638 reactions. Task: Predict the reaction yield, written as a fraction of the theoretical maximum amount of product (1.0 means a 100% yield; for example, 0.34 means a 34% yield). The reactants are [CH3:1][C:2]1[N:28]([CH3:29])[C:5]2[CH2:6][CH:7]([C:23]([O:25][CH2:26][CH3:27])=[O:24])[C:8]3[C:9](=[O:22])[CH2:10][C:11]4([NH:20][C:21]=3[C:4]=2[N:3]=1)[CH2:19][C:18]1[C:13](=[CH:14][CH:15]=[CH:16][CH:17]=1)[CH2:12]4.ClC1C(=O)C(C#N)=C(C#N)C(=O)C=1Cl.[OH-].[Na+]. The catalyst is O1CCCC1.ClCCl. The product is [CH3:1][C:2]1[N:28]([CH3:29])[C:5]2[CH:6]=[C:7]([C:23]([O:25][CH2:26][CH3:27])=[O:24])[C:8]3[C:9](=[O:22])[CH2:10][C:11]4([NH:20][C:21]=3[C:4]=2[N:3]=1)[CH2:19][C:18]1[C:13](=[CH:14][CH:15]=[CH:16][CH:17]=1)[CH2:12]4. The yield is 0.630.